This data is from TCR-epitope binding with 47,182 pairs between 192 epitopes and 23,139 TCRs. The task is: Binary Classification. Given a T-cell receptor sequence (or CDR3 region) and an epitope sequence, predict whether binding occurs between them. (1) The epitope is GTITSGWTF. The TCR CDR3 sequence is CASRPDRAGSNQPQHF. Result: 0 (the TCR does not bind to the epitope). (2) The TCR CDR3 sequence is CASSFTSGGYNEQFF. The epitope is ISDYDYYRY. Result: 0 (the TCR does not bind to the epitope). (3) The epitope is TAFTIPSI. The TCR CDR3 sequence is CASSLTGNTEAFF. Result: 1 (the TCR binds to the epitope). (4) The epitope is GILGFVFTL. The TCR CDR3 sequence is CASSGRATGELFF. Result: 1 (the TCR binds to the epitope). (5) The epitope is KAYNVTQAF. The TCR CDR3 sequence is CARRTDRGEYEQYF. Result: 1 (the TCR binds to the epitope).